Dataset: Forward reaction prediction with 1.9M reactions from USPTO patents (1976-2016). Task: Predict the product of the given reaction. (1) Given the reactants [CH3:1][O:2][C:3]1[C:10]([O:11][CH2:12][CH2:13][CH2:14][O:15][CH3:16])=[CH:9][C:6]([CH:7]=[O:8])=[C:5]([CH3:17])[CH:4]=1.C([OH:22])(C)(C)C.C(Cl)Cl.CC(=CC)C.[O-]Cl=O.[Na+], predict the reaction product. The product is: [CH3:1][O:2][C:3]1[C:10]([O:11][CH2:12][CH2:13][CH2:14][O:15][CH3:16])=[CH:9][C:6]([C:7]([OH:22])=[O:8])=[C:5]([CH3:17])[CH:4]=1. (2) The product is: [CH3:1][C:2]1[C:7]([CH3:8])=[CH:6][CH:5]=[CH:4][C:3]=1[CH2:9][N:10]([C:11]1[S:12][CH2:13][CH2:14][N:15]=1)[C:19]([O:21][CH3:22])=[O:20]. Given the reactants [CH3:1][C:2]1[C:7]([CH3:8])=[CH:6][CH:5]=[CH:4][C:3]=1[CH2:9][NH:10][C:11]1[S:12][CH2:13][CH2:14][N:15]=1.[H-].[Na+].Cl[C:19]([O:21][CH3:22])=[O:20], predict the reaction product.